Dataset: Forward reaction prediction with 1.9M reactions from USPTO patents (1976-2016). Task: Predict the product of the given reaction. (1) Given the reactants [N:1]([CH:4]([CH2:9][C:10]1[C:15]([N+:16]([O-])=O)=[CH:14][CH:13]=[CH:12][C:11]=1[N+:19]([O-])=O)[C:5]([O:7]C)=O)=[N+]=[N-].C1COCC1.C1(P(C2C=CC=CC=2)C2C=CC=CC=2)C=CC=CC=1.[C:46]([O:50][C:51](O[C:51]([O:50][C:46]([CH3:49])([CH3:48])[CH3:47])=[O:52])=[O:52])([CH3:49])([CH3:48])[CH3:47], predict the reaction product. The product is: [NH2:19][C:11]1[CH:12]=[CH:13][CH:14]=[C:15]2[C:10]=1[CH2:9][CH:4]([NH:1][C:51](=[O:52])[O:50][C:46]([CH3:49])([CH3:48])[CH3:47])[C:5](=[O:7])[NH:16]2. (2) Given the reactants [CH3:1][N:2]([CH3:5])[CH:3]=O.CS([O:10][CH2:11][CH2:12][CH2:13][CH2:14][C:15]([CH3:19])=[C:16]([F:18])[F:17])(=O)=O.[NH:20]1[C:24]2[CH:25]=[CH:26][C:27]([C:29]([OH:31])=[O:30])=[CH:28][C:23]=2[N:22]=C1.C(=O)([O-])O.[Na+], predict the reaction product. The product is: [F:17][C:16]([F:18])=[C:15]([CH3:19])[CH2:14][CH2:13][CH2:12][CH2:1][N:2]1[C:5]2[CH:25]=[CH:26][C:27]([C:29]([O:10][CH2:11][CH2:12][CH2:13][CH2:14][C:15]([CH3:19])=[C:16]([F:18])[F:17])=[O:31])=[CH:28][C:23]=2[N:22]=[CH:3]1.[F:17][C:16]([F:18])=[C:15]([CH3:19])[CH2:14][CH2:13][CH2:12][CH2:1][N:2]1[C:5]2[CH:28]=[C:27]([C:29]([O:31][CH2:11][CH2:12][CH2:13][CH2:14][C:15]([CH3:19])=[C:16]([F:18])[F:17])=[O:30])[CH:26]=[CH:25][C:24]=2[N:20]=[CH:3]1. (3) Given the reactants Cl[C:2]1[C:11]2[C:6](=[CH:7][C:8]([O:14][CH3:15])=[C:9]([O:12][CH3:13])[CH:10]=2)[N:5]=[CH:4][CH:3]=1.[CH3:16][C:17]([C:19]1[C:28]2[C:23](=[CH:24][CH:25]=[CH:26][CH:27]=2)[CH:22]=[CH:21][C:20]=1[OH:29])=[O:18].O, predict the reaction product. The product is: [CH3:13][O:12][C:9]1[CH:10]=[C:11]2[C:6](=[CH:7][C:8]=1[O:14][CH3:15])[N:5]=[CH:4][CH:3]=[C:2]2[O:29][C:20]1[CH:21]=[CH:22][C:23]2[C:28](=[CH:27][CH:26]=[CH:25][CH:24]=2)[C:19]=1[C:17](=[O:18])[CH3:16]. (4) Given the reactants O1[C:5]2([CH2:10][CH2:9][CH:8]([CH:11]3[C:15](=[NH:16])[O:14][NH:13][C:12]3=[NH:17])[CH2:7][CH2:6]2)[O:4]CC1.Cl, predict the reaction product. The product is: [NH:17]=[C:12]1[CH:11]([CH:8]2[CH2:9][CH2:10][C:5](=[O:4])[CH2:6][CH2:7]2)[C:15](=[NH:16])[O:14][NH:13]1. (5) Given the reactants ClC([O:4][CH2:5]C)=O.[C:7]([O:11][C:12]([N:14]1[CH2:19][CH2:18][C:17]([CH3:23])(C(O)=O)[CH2:16][CH2:15]1)=[O:13])([CH3:10])([CH3:9])[CH3:8].C([N:26](CC)CC)C.[N-]=[N+]=[N-].[Na+], predict the reaction product. The product is: [N:26]([C:17]1([CH3:23])[CH2:16][CH2:15][N:14]([C:12]([O:11][C:7]([CH3:8])([CH3:9])[CH3:10])=[O:13])[CH2:19][CH2:18]1)=[C:5]=[O:4]. (6) Given the reactants [O:1]1[CH:5]=[CH:4][CH:3]=[C:2]1[C:6]([N:8]1[C:17]2[C:12](=[CH:13][CH:14]=[CH:15][CH:16]=2)[C@H:11]([NH:18][C:19]2[CH:24]=[CH:23][CH:22]=[CH:21][CH:20]=2)[CH2:10][C@@H:9]1[CH3:25])=[O:7].C(N(C(C)C)CC)(C)C.[C:35](Cl)(=[O:37])[CH3:36].O, predict the reaction product. The product is: [O:1]1[CH:5]=[CH:4][CH:3]=[C:2]1[C:6]([N:8]1[C:17]2[C:12](=[CH:13][CH:14]=[CH:15][CH:16]=2)[C@H:11]([N:18]([C:19]2[CH:24]=[CH:23][CH:22]=[CH:21][CH:20]=2)[C:35](=[O:37])[CH3:36])[CH2:10][C@@H:9]1[CH3:25])=[O:7]. (7) Given the reactants Br[CH2:2][C:3]1[C:8]([CH:9]2[CH2:11][CH2:10]2)=[CH:7][CH:6]=[CH:5][C:4]=1[N:12]1[C:16](=[O:17])[N:15]([CH3:18])[N:14]=[N:13]1.[CH3:19][C:20]1[CH:25]=[CH:24][C:23]([N:26]2[CH:30]=[CH:29][C:28]([OH:31])=[N:27]2)=[CH:22][CH:21]=1.C(=O)([O-])[O-].[K+].[K+].C(#N)C, predict the reaction product. The product is: [CH3:19][C:20]1[CH:21]=[CH:22][C:23]([N:26]2[CH:30]=[CH:29][C:28]([O:31][CH2:2][C:3]3[C:8]([CH:9]4[CH2:11][CH2:10]4)=[CH:7][CH:6]=[CH:5][C:4]=3[N:12]3[C:16](=[O:17])[N:15]([CH3:18])[N:14]=[N:13]3)=[N:27]2)=[CH:24][CH:25]=1.